From a dataset of Peptide-MHC class II binding affinity with 134,281 pairs from IEDB. Regression. Given a peptide amino acid sequence and an MHC pseudo amino acid sequence, predict their binding affinity value. This is MHC class II binding data. The peptide sequence is PWDVVPMVTQMAMTDTT. The MHC is DRB1_1501 with pseudo-sequence DRB1_1501. The binding affinity (normalized) is 0.667.